This data is from Peptide-MHC class I binding affinity with 185,985 pairs from IEDB/IMGT. The task is: Regression. Given a peptide amino acid sequence and an MHC pseudo amino acid sequence, predict their binding affinity value. This is MHC class I binding data. (1) The peptide sequence is AYISSEATTPV. The MHC is Mamu-B01 with pseudo-sequence Mamu-B01. The binding affinity (normalized) is 0. (2) The peptide sequence is ILNRETLLDFV. The MHC is HLA-A02:01 with pseudo-sequence HLA-A02:01. The binding affinity (normalized) is 0.580. (3) The peptide sequence is ALEKGIKDV. The MHC is HLA-A02:11 with pseudo-sequence HLA-A02:11. The binding affinity (normalized) is 0.251.